Predict the reaction yield, written as a fraction of the theoretical maximum amount of product (1.0 means a 100% yield; for example, 0.34 means a 34% yield). From a dataset of Reaction yield outcomes from USPTO patents with 853,638 reactions. (1) The product is [CH3:1][O:2][C:3]([C:4]1[N:7]=[C:8]([C:9]2[CH:14]=[CH:13][CH:12]=[C:11]([Cl:15])[CH:10]=2)[O:16][CH:5]=1)=[O:17]. The reactants are [CH3:1][O:2][C:3](=[O:17])[CH:4]([NH:7][C:8](=[O:16])[C:9]1[CH:14]=[CH:13][CH:12]=[C:11]([Cl:15])[CH:10]=1)[CH2:5]O.BrC(Cl)(Cl)Cl.C1CCN2C(=NCCC2)CC1. The yield is 0.590. The catalyst is C(Cl)Cl. (2) The reactants are N(C(OC(C)(C)C)=O)=NC(OC(C)(C)C)=O.[I:17][C:18]1[CH:23]=[CH:22][C:21]([OH:24])=[CH:20][CH:19]=1.C1(P(C2C=CC=CC=2)C2C=CC=CC=2)C=CC=CC=1.O[CH:45]1[CH2:50][CH2:49][N:48]([C:51]([O:53][C:54]([CH3:57])([CH3:56])[CH3:55])=[O:52])[CH2:47][CH2:46]1. The catalyst is O1CCCC1. The product is [I:17][C:18]1[CH:23]=[CH:22][C:21]([O:24][CH:45]2[CH2:50][CH2:49][N:48]([C:51]([O:53][C:54]([CH3:57])([CH3:56])[CH3:55])=[O:52])[CH2:47][CH2:46]2)=[CH:20][CH:19]=1. The yield is 0.630. (3) The reactants are [C:1]([O:5][C:6]([NH:8][CH:9]1[CH2:13][CH2:12][C:11]([Sn](CCCC)(CCCC)CCCC)=[CH:10]1)=[O:7])([CH3:4])([CH3:3])[CH3:2].Cl[C:28]1[N:36]2[C:32](=[N:33][C:34]3[CH:40]=[CH:39][CH:38]=[CH:37][C:35]=32)[C:31]([C:41]#[N:42])=[C:30]([CH3:43])[C:29]=1[CH2:44][CH3:45].C(C1C=C(C)C=C(C(C)(C)C)C=1O)(C)(C)C. The catalyst is O1CCOCC1. The product is [C:1]([O:5][C:6]([NH:8][CH:9]1[CH2:13][CH2:12][C:11]([C:28]2[N:36]3[C:32](=[N:33][C:34]4[CH:40]=[CH:39][CH:38]=[CH:37][C:35]=43)[C:31]([C:41]#[N:42])=[C:30]([CH3:43])[C:29]=2[CH2:44][CH3:45])=[CH:10]1)=[O:7])([CH3:2])([CH3:3])[CH3:4]. The yield is 0.680.